Task: Predict the reactants needed to synthesize the given product.. Dataset: Full USPTO retrosynthesis dataset with 1.9M reactions from patents (1976-2016) (1) Given the product [CH3:24][O:23][C:15]1[C:14]([CH:11]2[CH2:12][CH2:13][NH:8][CH2:9][CH2:10]2)=[C:18]2[CH2:19][CH2:20][CH2:21][CH2:22][N:17]2[N:16]=1, predict the reactants needed to synthesize it. The reactants are: C(OC([N:8]1[CH2:13][CH2:12][CH:11]([C:14]2[C:15]([O:23][CH3:24])=[N:16][N:17]3[CH2:22][CH2:21][CH2:20][CH2:19][C:18]=23)[CH2:10][CH2:9]1)=O)(C)(C)C.N1CCCCC1. (2) Given the product [Br:8][C:6]1[CH:5]=[N:4][CH:3]=[C:2]([S:25]([CH:14]([CH3:19])[CH3:15])(=[O:27])=[O:26])[CH:7]=1, predict the reactants needed to synthesize it. The reactants are: Br[C:2]1[CH:3]=[N:4][CH:5]=[C:6]([Br:8])[CH:7]=1.CC([S-])C.[Na+].[CH:14]1[CH:19]=C(Cl)C=C(C(OO)=O)[CH:15]=1.[S:25]([O-])([O-:27])=[O:26].[Na+].[Na+]. (3) Given the product [C:18]([O:17][C:15]([NH:1][CH2:2][C@H:3]1[CH2:4][CH2:5][C@H:6]([C:9]([OH:11])=[O:10])[CH2:7][CH2:8]1)=[O:16])([CH3:21])([CH3:20])[CH3:19], predict the reactants needed to synthesize it. The reactants are: [NH2:1][CH2:2][C@H:3]1[CH2:8][CH2:7][C@H:6]([C:9]([OH:11])=[O:10])[CH2:5][CH2:4]1.O.[OH-].[Na+].[C:15](O[C:15]([O:17][C:18]([CH3:21])([CH3:20])[CH3:19])=[O:16])([O:17][C:18]([CH3:21])([CH3:20])[CH3:19])=[O:16]. (4) Given the product [C:17]1(=[O:18])[O:16][CH:14]([CH3:25])[CH2:11][CH2:10]1.[C:17]([O:16][CH2:14][CH3:25])(=[O:18])[C:10]1[CH:9]=[CH:8][CH:13]=[CH:12][CH:11]=1, predict the reactants needed to synthesize it. The reactants are: [CH:13]1[C:8](O[C:8]2[CH:13]=[CH:12][C:11]3[C:14]([O:16][C:17](=[O:18])[C:10]=3[CH:9]=2)=O)=[CH:9][C:10]2[C:17]([O:16][C:14](=O)[C:11]=2[CH:12]=1)=[O:18].N1C=CC=C[CH:25]=1.